Dataset: Reaction yield outcomes from USPTO patents with 853,638 reactions. Task: Predict the reaction yield, written as a fraction of the theoretical maximum amount of product (1.0 means a 100% yield; for example, 0.34 means a 34% yield). (1) The reactants are C([O:3][C:4](=[O:21])[CH:5]([C:7]1[CH:20]=[CH:19][C:10]2[N:11]=[C:12]([NH:14][S:15]([CH3:18])(=[O:17])=[O:16])[S:13][C:9]=2[CH:8]=1)[CH3:6])C.[OH-].[Na+].C(O)(=O)C. The catalyst is C1COCC1.O. The product is [CH3:18][S:15]([NH:14][C:12]1[S:13][C:9]2[CH:8]=[C:7]([CH:5]([CH3:6])[C:4]([OH:21])=[O:3])[CH:20]=[CH:19][C:10]=2[N:11]=1)(=[O:16])=[O:17]. The yield is 1.00. (2) The reactants are [C:1]1([C:26]2[CH:31]=[CH:30][CH:29]=[CH:28][CH:27]=2)[CH:6]=[CH:5][C:4]([CH2:7][CH:8]([OH:25])[CH2:9][C:10]2[O:14][C:13]([C:15]3[N:20]=[C:19]([C:21]([O:23]C)=[O:22])[CH:18]=[CH:17][CH:16]=3)=[N:12][N:11]=2)=[CH:3][CH:2]=1. The catalyst is CO.C(Cl)Cl. The product is [C:1]1([C:26]2[CH:31]=[CH:30][CH:29]=[CH:28][CH:27]=2)[CH:2]=[CH:3][C:4]([CH2:7][CH:8]([OH:25])[CH2:9][C:10]2[O:14][C:13]([C:15]3[N:20]=[C:19]([C:21]([OH:23])=[O:22])[CH:18]=[CH:17][CH:16]=3)=[N:12][N:11]=2)=[CH:5][CH:6]=1. The yield is 0.950. (3) The reactants are [NH2:1][C:2]1[C:14]([CH3:15])=[C:13]([CH3:16])[C:5]([C:6]([O:8][C:9]([CH3:12])([CH3:11])[CH3:10])=[O:7])=[C:4]([Cl:17])[N:3]=1.[Br:18][C:19]1[CH:24]=[CH:23][CH:22]=[C:21]([C:25](OC)(OC)[CH2:26]Br)[CH:20]=1.CCOCC. The catalyst is ClC1C=CC=CC=1. The product is [Br:18][C:19]1[CH:20]=[C:21]([C:25]2[N:1]=[C:2]3[C:14]([CH3:15])=[C:13]([CH3:16])[C:5]([C:6]([O:8][C:9]([CH3:11])([CH3:12])[CH3:10])=[O:7])=[C:4]([Cl:17])[N:3]3[CH:26]=2)[CH:22]=[CH:23][CH:24]=1. The yield is 0.850. (4) The reactants are Br[C:2]1[S:6][C:5]([NH:7][C:8]([NH:10][C:11]2[CH:16]=[CH:15][C:14]([CH3:17])=[CH:13][C:12]=2[C:18]([CH:20]2[CH2:24][CH2:23][CH2:22][CH2:21]2)=[O:19])=[O:9])=[N:4][CH:3]=1.[CH3:25][O:26][C:27]([C:29]1[C:34]([SH:35])=[CH:33][CH:32]=[CH:31][N:30]=1)=[O:28]. No catalyst specified. The product is [CH3:25][O:26][C:27]([C:29]1[C:34]([S:35][C:2]2[S:6][C:5]([NH:7][C:8]([NH:10][C:11]3[CH:16]=[CH:15][C:14]([CH3:17])=[CH:13][C:12]=3[C:18]([CH:20]3[CH2:24][CH2:23][CH2:22][CH2:21]3)=[O:19])=[O:9])=[N:4][CH:3]=2)=[CH:33][CH:32]=[CH:31][N:30]=1)=[O:28]. The yield is 0.300. (5) The reactants are [F:1][C:2]1[CH:7]=[C:6]([F:8])[CH:5]=[CH:4][C:3]=1[NH:9][C@H:10]1[NH:18][C:17]2[C:12](=[N:13][C:14]([NH:19][CH:20]3[CH2:29][CH2:28][C:23]4(OCC[O:24]4)[CH2:22][CH2:21]3)=[N:15][CH:16]=2)[N:11]1[CH:30]1[CH2:35][CH2:34][CH:33]([OH:36])[CH2:32][CH2:31]1.FC(F)(F)C(O)=O. The catalyst is C(Cl)Cl. The product is [F:1][C:2]1[CH:7]=[C:6]([F:8])[CH:5]=[CH:4][C:3]=1[NH:9][C@H:10]1[NH:18][C:17]2[C:12](=[N:13][C:14]([NH:19][CH:20]3[CH2:21][CH2:22][C:23](=[O:24])[CH2:28][CH2:29]3)=[N:15][CH:16]=2)[N:11]1[CH:30]1[CH2:35][CH2:34][CH:33]([OH:36])[CH2:32][CH2:31]1. The yield is 0.120. (6) The reactants are [NH2:1][C:2]1[CH:7]=[CH:6][C:5]([S:8]([N:11]=[C:12]([N:15]2[N:19]=[CH:18][C:17]3([CH2:24][CH2:23][N:22]([CH2:25][C:26]4[CH:31]=[CH:30][CH:29]=[CH:28][CH:27]=4)[CH2:21][CH2:20]3)[CH2:16]2)SC)(=[O:10])=[O:9])=[CH:4][CH:3]=1.[CH2:32]([NH2:34])[CH3:33]. The catalyst is CO. The product is [NH2:1][C:2]1[CH:3]=[CH:4][C:5]([S:8]([N:11]=[C:12]([N:15]2[N:19]=[CH:18][C:17]3([CH2:20][CH2:21][N:22]([CH2:25][C:26]4[CH:27]=[CH:28][CH:29]=[CH:30][CH:31]=4)[CH2:23][CH2:24]3)[CH2:16]2)[NH:34][CH2:32][CH3:33])(=[O:10])=[O:9])=[CH:6][CH:7]=1. The yield is 0.870. (7) The reactants are [Cl:1][C:2]1[CH:10]=[C:9]2[C:5]([C:6]([CH2:18][C:19]3[CH:24]=[CH:23][CH:22]=[C:21]([Cl:25])[CH:20]=3)([CH:12]3[CH2:17][CH2:16][CH2:15][NH:14][CH2:13]3)[C:7](=[O:11])[NH:8]2)=[CH:4][CH:3]=1.C(N(CC)CC)C.[N:33]([C:36]1[CH:41]=[CH:40][C:39]([N:42]2[C:46](=[O:47])[CH:45]=[CH:44][C:43]2=[O:48])=[CH:38][CH:37]=1)=[C:34]=[O:35]. The catalyst is ClCCl. The product is [O:48]=[C:43]1[CH:44]=[CH:45][C:46](=[O:47])[N:42]1[C:39]1[CH:40]=[CH:41][C:36]([NH:33][C:34]([N:14]2[CH2:15][CH2:16][CH2:17][CH:12]([C:6]3([CH2:18][C:19]4[CH:24]=[CH:23][CH:22]=[C:21]([Cl:25])[CH:20]=4)[C:5]4[C:9](=[CH:10][C:2]([Cl:1])=[CH:3][CH:4]=4)[NH:8][C:7]3=[O:11])[CH2:13]2)=[O:35])=[CH:37][CH:38]=1. The yield is 0.280. (8) The reactants are Br[C:2]1[CH:3]=[C:4]([C:9]([O:11][CH3:12])=[O:10])[S:5][C:6]=1[O:7][CH3:8].[CH3:13][N:14]1[C:18](B2OC(C)(C)C(C)(C)O2)=[CH:17][CH:16]=[N:15]1.C([O-])([O-])=O.[K+].[K+]. The catalyst is O1CCOCC1.O.CC(C)([P](C(C)(C)C)([Pd][P](C(C)(C)C)(C(C)(C)C)C(C)(C)C)C(C)(C)C)C. The product is [CH3:8][O:7][C:6]1[S:5][C:4]([C:9]([O:11][CH3:12])=[O:10])=[CH:3][C:2]=1[C:18]1[N:14]([CH3:13])[N:15]=[CH:16][CH:17]=1. The yield is 0.850. (9) The reactants are Br[C:2]1[CH:3]=[N:4][CH:5]=[C:6]2[C:11]=1[N:10]=[C:9]([C:12]([NH:14][CH2:15][CH2:16][O:17][CH3:18])=[O:13])[CH:8]=[CH:7]2.[N:19]1[CH:24]=[CH:23][CH:22]=[C:21](B(O)O)[CH:20]=1.C(=O)([O-])[O-].[Cs+].[Cs+]. The catalyst is O1CCOCC1.O.C1(P([C-]2C=CC=C2)C2C=CC=CC=2)C=CC=CC=1.[C-]1(P(C2C=CC=CC=2)C2C=CC=CC=2)C=CC=C1.[Fe+2].[Pd](Cl)Cl. The product is [CH3:18][O:17][CH2:16][CH2:15][NH:14][C:12]([C:9]1[CH:8]=[CH:7][C:6]2[C:11](=[C:2]([C:21]3[CH:20]=[N:19][CH:24]=[CH:23][CH:22]=3)[CH:3]=[N:4][CH:5]=2)[N:10]=1)=[O:13]. The yield is 0.340. (10) The reactants are [N:1]1[O:2][N:3]=[C:4]2[CH:9]=[C:8]([C:10](=[O:17])[C:11]#[C:12][C:13](O)([CH3:15])[CH3:14])[CH:7]=[CH:6][C:5]=12.C(NCC)C.C([OH:25])C. No catalyst specified. The product is [N:1]1[O:2][N:3]=[C:4]2[CH:9]=[C:8]([C:10]3[O:17][C:13]([CH3:14])([CH3:15])[C:12](=[O:25])[CH:11]=3)[CH:7]=[CH:6][C:5]=12. The yield is 0.830.